Dataset: Full USPTO retrosynthesis dataset with 1.9M reactions from patents (1976-2016). Task: Predict the reactants needed to synthesize the given product. Given the product [Cl:18][C:19]1[CH:24]=[CH:23][C:22]([C:2]2[CH:7]=[CH:6][CH:5]=[CH:4][C:3]=2[C:8]2[CH:13]=[CH:12][C:11]([S:14]([CH3:17])(=[O:16])=[O:15])=[CH:10][CH:9]=2)=[CH:21][CH:20]=1, predict the reactants needed to synthesize it. The reactants are: Br[C:2]1[CH:7]=[CH:6][CH:5]=[CH:4][C:3]=1[C:8]1[CH:13]=[CH:12][C:11]([S:14]([CH3:17])(=[O:16])=[O:15])=[CH:10][CH:9]=1.[Cl:18][C:19]1[CH:24]=[CH:23][C:22](B(O)O)=[CH:21][CH:20]=1.